Task: Predict the product of the given reaction.. Dataset: Forward reaction prediction with 1.9M reactions from USPTO patents (1976-2016) (1) Given the reactants [Cl:1][C:2]1[CH:7]=[C:6]([F:8])[CH:5]=[C:4]([Cl:9])[C:3]=1[S:10][CH3:11].[Li]C(C)(C)C.[C:17](=[O:19])=[O:18], predict the reaction product. The product is: [Cl:9][C:4]1[C:3]([S:10][CH3:11])=[C:2]([Cl:1])[CH:7]=[C:6]([F:8])[C:5]=1[C:17]([OH:19])=[O:18]. (2) Given the reactants [OH-:1].[Na+].[F:3][C:4]([P:10](C(F)(F)C(F)(F)F)[C:11]([F:17])([F:16])[C:12]([F:15])([F:14])[F:13])([F:9])[C:5]([F:8])([F:7])[F:6].Br, predict the reaction product. The product is: [F:3][C:4]([P:10]([C:11]([F:17])([F:16])[C:12]([F:15])([F:14])[F:13])[OH:1])([F:9])[C:5]([F:8])([F:7])[F:6]. (3) Given the reactants [F:1][C:2]1[CH:24]=[C:23]([F:25])[CH:22]=[CH:21][C:3]=1[CH2:4][N:5]1[C:9]([CH2:10][CH2:11][C:12](OCC)=[O:13])=[CH:8][C:7]([O:17][CH:18]([CH3:20])[CH3:19])=[N:6]1.[H-].C([Al+]CC(C)C)C(C)C.CO.[C@H](O)(C([O-])=O)[C@@H](O)C([O-])=O.[Na+].[K+], predict the reaction product. The product is: [F:1][C:2]1[CH:24]=[C:23]([F:25])[CH:22]=[CH:21][C:3]=1[CH2:4][N:5]1[C:9]([CH2:10][CH2:11][CH2:12][OH:13])=[CH:8][C:7]([O:17][CH:18]([CH3:20])[CH3:19])=[N:6]1.